This data is from Retrosynthesis with 50K atom-mapped reactions and 10 reaction types from USPTO. The task is: Predict the reactants needed to synthesize the given product. (1) Given the product CSc1cc(N)ncn1, predict the reactants needed to synthesize it. The reactants are: C[S-].Nc1cc(Cl)ncn1. (2) Given the product Cn1cnc2c(NC(=S)Nc3cccnc3)cccc21, predict the reactants needed to synthesize it. The reactants are: COc1ccncc1NC(=S)Nc1cccc2c1ncn2C.